This data is from Reaction yield outcomes from USPTO patents with 853,638 reactions. The task is: Predict the reaction yield, written as a fraction of the theoretical maximum amount of product (1.0 means a 100% yield; for example, 0.34 means a 34% yield). (1) The reactants are [NH2:1][C:2]1[N:7]=[CH:6][N:5]=[C:4]([NH:8][C@H:9]([C:11]2[N:12]([C:23]3[CH:28]=[CH:27][CH:26]=[CH:25][CH:24]=3)[C:13](=[O:22])[C:14]3[C:19]([CH:20]=2)=[CH:18][CH:17]=[CH:16][C:15]=3Cl)[CH3:10])[C:3]=1[C:29]1[O:30][C:31]([CH3:34])=[N:32][N:33]=1.[CH3:35][N:36]1[CH:40]=[C:39](B2OC(C)(C)C(C)(C)O2)[CH:38]=[N:37]1.C(=O)([O-])[O-].[Na+].[Na+]. The catalyst is CN(C)C(=O)C.O. The product is [NH2:1][C:2]1[N:7]=[CH:6][N:5]=[C:4]([NH:8][C@H:9]([C:11]2[N:12]([C:23]3[CH:28]=[CH:27][CH:26]=[CH:25][CH:24]=3)[C:13](=[O:22])[C:14]3[C:19]([CH:20]=2)=[CH:18][CH:17]=[CH:16][C:15]=3[C:39]2[CH:38]=[N:37][N:36]([CH3:35])[CH:40]=2)[CH3:10])[C:3]=1[C:29]1[O:30][C:31]([CH3:34])=[N:32][N:33]=1. The yield is 0.180. (2) The reactants are [C:1]([C:4]1[CH:9]=[CH:8][C:7]([S:10]([NH:13][C:14]2[CH:19]=[CH:18][CH:17]=[CH:16][N:15]=2)(=[O:12])=[O:11])=[CH:6][CH:5]=1)(=[O:3])[CH3:2].CC(C)(C)C([N:24]1[C:32]2[C:27](=[CH:28][CH:29]=[CH:30][CH:31]=2)[CH:26]=[C:25]1[C:33]1[C:34]([O:43][CH3:44])=[CH:35][C:36]([O:41][CH3:42])=[C:37]([CH:40]=1)[CH:38]=O)=O.CO.O(C)[Li]. The catalyst is [NH4+].[Cl-].O.CCOC(C)=O.C1COCC1.CN(C=O)C. The product is [NH:24]1[C:32]2[C:27](=[CH:28][CH:29]=[CH:30][CH:31]=2)[CH:26]=[C:25]1[C:33]1[C:34]([O:43][CH3:44])=[CH:35][C:36]([O:41][CH3:42])=[C:37](/[CH:38]=[CH:2]/[C:1]([C:4]2[CH:5]=[CH:6][C:7]([S:10]([NH:13][C:14]3[CH:19]=[CH:18][CH:17]=[CH:16][N:15]=3)(=[O:12])=[O:11])=[CH:8][CH:9]=2)=[O:3])[CH:40]=1. The yield is 0.850. (3) The reactants are [OH:1][CH:2]1[CH2:7][CH2:6][CH2:5][C:4]([C:8]2[S:12][C:11]([C:13]([OH:15])=[O:14])=[C:10]([N:16]([C:30]([C@H:32]3[CH2:37][CH2:36][C@H:35]([CH3:38])[CH2:34][CH2:33]3)=[O:31])[C@H:17]3[CH2:22][CH2:21][C@H:20]([O:23]C4CCCCO4)[CH2:19][CH2:18]3)[CH:9]=2)=[CH:3]1. The catalyst is C(O)(=O)C.C1COCC1.O. The product is [OH:1][CH:2]1[CH2:7][CH2:6][CH2:5][C:4]([C:8]2[S:12][C:11]([C:13]([OH:15])=[O:14])=[C:10]([N:16]([C@H:17]3[CH2:18][CH2:19][C@H:20]([OH:23])[CH2:21][CH2:22]3)[C:30]([C@H:32]3[CH2:37][CH2:36][C@H:35]([CH3:38])[CH2:34][CH2:33]3)=[O:31])[CH:9]=2)=[CH:3]1. The yield is 0.470. (4) The reactants are I[C:2]1[CH:9]=[C:8]([O:10][CH3:11])[C:7]([O:12][CH3:13])=[CH:6][C:3]=1[CH:4]=O.CCN(CCOC1C=CC(CC2C=CC=CC=2)=CC=1)CC.Cl.C(#N)C.[C:39]([O:43][CH3:44])(=[O:42])[CH:40]=[CH2:41]. The catalyst is [Zn].O. The product is [CH3:13][O:12][C:7]1[CH:6]=[C:3]2[C:2](=[CH:9][C:8]=1[O:10][CH3:11])[CH2:41][C:40]([C:39]([O:43][CH3:44])=[O:42])=[CH:4]2. The yield is 0.210. (5) The catalyst is O. The product is [C:6]1([S:12]([N:15]2[C:23]3[C:18](=[CH:19][C:20]([F:24])=[CH:21][CH:22]=3)[CH:17]=[C:16]2[C:25]2[CH:26]=[C:27]([C:31]([C:33]3[CH:38]=[C:37]([O:39][CH3:40])[C:36]([O:41][CH3:42])=[C:35]([O:43][CH3:44])[CH:34]=3)=[O:32])[CH:28]=[CH:29][CH:30]=2)(=[O:14])=[O:13])[CH:11]=[CH:10][CH:9]=[CH:8][CH:7]=1. The yield is 0.590. The reactants are CN(C=O)C.[C:6]1([S:12]([N:15]2[C:23]3[C:18](=[CH:19][C:20]([F:24])=[CH:21][CH:22]=3)[CH:17]=[C:16]2[C:25]2[CH:26]=[C:27]([CH:31]([C:33]3[CH:38]=[C:37]([O:39][CH3:40])[C:36]([O:41][CH3:42])=[C:35]([O:43][CH3:44])[CH:34]=3)[OH:32])[CH:28]=[CH:29][CH:30]=2)(=[O:14])=[O:13])[CH:11]=[CH:10][CH:9]=[CH:8][CH:7]=1.C1C=C[NH+]=CC=1.C1C=C[NH+]=CC=1.[O-][Cr](O[Cr]([O-])(=O)=O)(=O)=O. (6) The product is [NH2:25][CH2:24][C@@H:16]([NH:15][C:13]([C:9]1[S:10][C:11]([CH3:12])=[C:7]([C:6]2[N:5]([CH3:36])[N:4]=[CH:3][C:2]=2[Cl:1])[CH:8]=1)=[O:14])[CH2:17][CH:18]1[CH2:19][CH2:20][CH2:21][CH2:22][CH2:23]1. The yield is 0.600. The catalyst is O1CCCC1.CO. The reactants are [Cl:1][C:2]1[CH:3]=[N:4][N:5]([CH3:36])[C:6]=1[C:7]1[CH:8]=[C:9]([C:13]([NH:15][C@H:16]([CH2:24][N:25]2C(=O)C3C(=CC=CC=3)C2=O)[CH2:17][CH:18]2[CH2:23][CH2:22][CH2:21][CH2:20][CH2:19]2)=[O:14])[S:10][C:11]=1[CH3:12].NN.